From a dataset of Full USPTO retrosynthesis dataset with 1.9M reactions from patents (1976-2016). Predict the reactants needed to synthesize the given product. Given the product [NH2:1][C@@H:2]([CH2:6][NH:7][C:8](=[O:22])[NH:9][C:10]1[CH:15]=[CH:14][CH:13]=[C:12]([S:17]([OH:20])(=[O:18])=[O:19])[C:11]=1[OH:21])[C:3]([OH:5])=[O:4], predict the reactants needed to synthesize it. The reactants are: [NH2:1][C@@H:2]([CH2:6][NH:7][C:8](=[O:22])[NH:9][C:10]1[CH:15]=[C:14](Cl)[CH:13]=[C:12]([S:17]([OH:20])(=[O:19])=[O:18])[C:11]=1[OH:21])[C:3]([OH:5])=[O:4].[H][H].